From a dataset of Catalyst prediction with 721,799 reactions and 888 catalyst types from USPTO. Predict which catalyst facilitates the given reaction. Reactant: [CH2:1]([O:3][C:4](=[O:17])/[CH:5]=[CH:6]/[C:7]1[CH:12]=[C:11]([O:13][CH3:14])[C:10]([Cl:15])=[CH:9][C:8]=1[NH2:16])[CH3:2].[CH3:18][S:19](Cl)(=[O:21])=[O:20]. Product: [CH2:1]([O:3][C:4](=[O:17])/[CH:5]=[CH:6]/[C:7]1[CH:12]=[C:11]([O:13][CH3:14])[C:10]([Cl:15])=[CH:9][C:8]=1[NH:16][S:19]([CH3:18])(=[O:21])=[O:20])[CH3:2]. The catalyst class is: 17.